From a dataset of NCI-60 drug combinations with 297,098 pairs across 59 cell lines. Regression. Given two drug SMILES strings and cell line genomic features, predict the synergy score measuring deviation from expected non-interaction effect. (1) Drug 1: CC1CCC2CC(C(=CC=CC=CC(CC(C(=O)C(C(C(=CC(C(=O)CC(OC(=O)C3CCCCN3C(=O)C(=O)C1(O2)O)C(C)CC4CCC(C(C4)OC)O)C)C)O)OC)C)C)C)OC. Drug 2: CC1C(C(CC(O1)OC2CC(CC3=C2C(=C4C(=C3O)C(=O)C5=CC=CC=C5C4=O)O)(C(=O)C)O)N)O. Cell line: SR. Synergy scores: CSS=54.6, Synergy_ZIP=13.9, Synergy_Bliss=13.1, Synergy_Loewe=7.99, Synergy_HSA=14.9. (2) Drug 1: CN1C2=C(C=C(C=C2)N(CCCl)CCCl)N=C1CCCC(=O)O.Cl. Drug 2: COCCOC1=C(C=C2C(=C1)C(=NC=N2)NC3=CC=CC(=C3)C#C)OCCOC.Cl. Cell line: HL-60(TB). Synergy scores: CSS=4.88, Synergy_ZIP=-2.15, Synergy_Bliss=-2.26, Synergy_Loewe=-0.0256, Synergy_HSA=-1.02. (3) Drug 1: CC1=C2C(C(=O)C3(C(CC4C(C3C(C(C2(C)C)(CC1OC(=O)C(C(C5=CC=CC=C5)NC(=O)OC(C)(C)C)O)O)OC(=O)C6=CC=CC=C6)(CO4)OC(=O)C)O)C)O. Drug 2: CC1=C(N=C(N=C1N)C(CC(=O)N)NCC(C(=O)N)N)C(=O)NC(C(C2=CN=CN2)OC3C(C(C(C(O3)CO)O)O)OC4C(C(C(C(O4)CO)O)OC(=O)N)O)C(=O)NC(C)C(C(C)C(=O)NC(C(C)O)C(=O)NCCC5=NC(=CS5)C6=NC(=CS6)C(=O)NCCC[S+](C)C)O. Cell line: OVCAR-8. Synergy scores: CSS=32.3, Synergy_ZIP=-8.97, Synergy_Bliss=2.29, Synergy_Loewe=0.149, Synergy_HSA=1.12. (4) Drug 1: C1C(C(OC1N2C=C(C(=O)NC2=O)F)CO)O. Drug 2: C(=O)(N)NO. Cell line: OVCAR-8. Synergy scores: CSS=7.80, Synergy_ZIP=-5.30, Synergy_Bliss=-0.442, Synergy_Loewe=-20.0, Synergy_HSA=-1.47. (5) Drug 1: CCC1=CC2CC(C3=C(CN(C2)C1)C4=CC=CC=C4N3)(C5=C(C=C6C(=C5)C78CCN9C7C(C=CC9)(C(C(C8N6C)(C(=O)OC)O)OC(=O)C)CC)OC)C(=O)OC.C(C(C(=O)O)O)(C(=O)O)O. Drug 2: CC(C1=C(C=CC(=C1Cl)F)Cl)OC2=C(N=CC(=C2)C3=CN(N=C3)C4CCNCC4)N. Cell line: T-47D. Synergy scores: CSS=27.8, Synergy_ZIP=-4.63, Synergy_Bliss=0.474, Synergy_Loewe=-11.1, Synergy_HSA=-0.904. (6) Drug 1: COC1=C(C=C2C(=C1)N=CN=C2NC3=CC(=C(C=C3)F)Cl)OCCCN4CCOCC4. Drug 2: C1=CN(C(=O)N=C1N)C2C(C(C(O2)CO)O)O.Cl. Cell line: HT29. Synergy scores: CSS=57.1, Synergy_ZIP=-7.29, Synergy_Bliss=-3.38, Synergy_Loewe=-10.3, Synergy_HSA=0.831. (7) Drug 1: C1=CC(=C2C(=C1NCCNCCO)C(=O)C3=C(C=CC(=C3C2=O)O)O)NCCNCCO. Drug 2: C1=CN(C=N1)CC(O)(P(=O)(O)O)P(=O)(O)O. Cell line: HOP-62. Synergy scores: CSS=4.78, Synergy_ZIP=-19.7, Synergy_Bliss=-37.5, Synergy_Loewe=-76.6, Synergy_HSA=-39.0.